This data is from Forward reaction prediction with 1.9M reactions from USPTO patents (1976-2016). The task is: Predict the product of the given reaction. (1) Given the reactants Br[C:2]1[CH2:6][CH2:5][CH2:4][C:3]=1[N:7]1[C:15]2[CH:14]=[CH:13][C:12]([CH3:16])=[CH:11][C:10]=2[C:9]2[CH2:17][N:18]([CH3:21])[CH2:19][CH2:20][C:8]1=2.[CH3:22][N:23]1[C:27](B2OC(C)(C)C(C)(C)O2)=[CH:26][CH:25]=[N:24]1.C(=O)([O-])[O-].[K+].[K+], predict the reaction product. The product is: [CH3:21][N:18]1[CH2:19][CH2:20][C:8]2[N:7]([C:3]3[CH2:4][CH2:5][CH2:6][C:2]=3[C:27]3[N:23]([CH3:22])[N:24]=[CH:25][CH:26]=3)[C:15]3[CH:14]=[CH:13][C:12]([CH3:16])=[CH:11][C:10]=3[C:9]=2[CH2:17]1. (2) Given the reactants Br[C:2]1[CH:3]=[C:4]2[C:9](=[CH:10][CH:11]=1)[N:8]=[CH:7][N:6]([CH3:12])[C:5]2=[O:13].[CH2:14]1[CH:18]2[CH2:19][NH:20][CH2:21][CH:17]2[CH2:16][N:15]1[C:22]([O:24][C:25]([CH3:28])([CH3:27])[CH3:26])=[O:23].P([O-])([O-])([O-])=O.[K+].[K+].[K+], predict the reaction product. The product is: [CH3:12][N:6]1[C:5](=[O:13])[C:4]2[C:9](=[CH:10][CH:11]=[C:2]([N:20]3[CH2:19][CH:18]4[CH2:14][N:15]([C:22]([O:24][C:25]([CH3:28])([CH3:27])[CH3:26])=[O:23])[CH2:16][CH:17]4[CH2:21]3)[CH:3]=2)[N:8]=[CH:7]1. (3) Given the reactants Cl[C:2]1[CH:11]=[CH:10][C:9]2[N:8]=[CH:7][C:6]3[CH2:12][O:13]C(=O)[N:15]([C:16]4[CH:21]=[CH:20][C:19]([N:22]5[CH2:27][CH2:26][N:25]([C:28]([O:30][C:31]([CH3:34])([CH3:33])[CH3:32])=[O:29])[CH2:24][CH2:23]5)=[C:18]([C:35]([F:38])([F:37])[F:36])[CH:17]=4)[C:5]=3[C:4]=2[CH:3]=1.[N:40]1[C:49]2[C:44](=[CH:45][CH:46]=[CH:47][CH:48]=2)[CH:43]=[C:42](B(O)O)[CH:41]=1.CC(C1C=C(C(C)C)C(C2C(P(C(C)(C)C)C(C)(C)C)=CC=CC=2)=C(C(C)C)C=1)C.C([O-])([O-])=O.[Na+].[Na+], predict the reaction product. The product is: [OH:13][CH2:12][C:6]1[CH:7]=[N:8][C:9]2[C:4]([C:5]=1[NH:15][C:16]1[CH:21]=[CH:20][C:19]([N:22]3[CH2:23][CH2:24][N:25]([C:28]([O:30][C:31]([CH3:32])([CH3:33])[CH3:34])=[O:29])[CH2:26][CH2:27]3)=[C:18]([C:35]([F:38])([F:37])[F:36])[CH:17]=1)=[CH:3][C:2]([C:42]1[CH:41]=[N:40][C:49]3[C:44]([CH:43]=1)=[CH:45][CH:46]=[CH:47][CH:48]=3)=[CH:11][CH:10]=2. (4) Given the reactants [O:1]1[CH2:18][C@H:2]1[CH2:3][O:4][C:5]1[CH:17]=[CH:16][CH:15]=[CH:14][C:6]=1[CH:7]=[C:8]1[CH2:13][CH2:12][O:11][C:9]1=[O:10].[Cl:19][C:20]1[CH:25]=[CH:24][C:23]([CH:26]2[CH2:31][CH2:30][NH:29][CH2:28][CH2:27]2)=[CH:22][C:21]=1[F:32], predict the reaction product. The product is: [Cl:19][C:20]1[CH:25]=[CH:24][C:23]([CH:26]2[CH2:27][CH2:28][N:29]([CH2:18][C@H:2]([OH:1])[CH2:3][O:4][C:5]3[CH:17]=[CH:16][CH:15]=[CH:14][C:6]=3[CH:7]=[C:8]3[CH2:13][CH2:12][O:11][C:9]3=[O:10])[CH2:30][CH2:31]2)=[CH:22][C:21]=1[F:32]. (5) The product is: [NH2:42][C:19]1([C:17]([OH:18])=[O:16])[CH2:24][CH:23]([NH:25][C:26](=[O:36])[C:27]2[CH:32]=[CH:31][CH:30]=[C:29]([C:33]([OH:35])=[O:34])[CH:28]=2)[CH:22]2[CH:20]1[CH:21]2[C:37]([OH:39])=[O:38]. Given the reactants C(OC)(=O)C1C=CC=C(C([O-])=O)C=1.C([O:16][C:17]([C:19]1([NH:42]C(OC(C)(C)C)=O)[CH2:24][CH:23]([NH:25][C:26](=[O:36])[C:27]2[CH:32]=[CH:31][CH:30]=[C:29]([C:33]([OH:35])=[O:34])[CH:28]=2)[CH:22]2[CH:20]1[CH:21]2[C:37]([O:39]CC)=[O:38])=[O:18])C, predict the reaction product.